This data is from Full USPTO retrosynthesis dataset with 1.9M reactions from patents (1976-2016). The task is: Predict the reactants needed to synthesize the given product. Given the product [F:1][C:2]([F:15])([F:16])[CH:3]1[CH2:4][CH2:5][CH:6]([CH2:9][C:10]([O:12][CH2:13][CH3:14])=[O:11])[CH2:7][CH2:8]1, predict the reactants needed to synthesize it. The reactants are: [F:1][C:2]([F:16])([F:15])[CH:3]1[CH2:8][CH2:7][C:6](=[CH:9][C:10]([O:12][CH2:13][CH3:14])=[O:11])[CH2:5][CH2:4]1.[H][H].